Dataset: Reaction yield outcomes from USPTO patents with 853,638 reactions. Task: Predict the reaction yield, written as a fraction of the theoretical maximum amount of product (1.0 means a 100% yield; for example, 0.34 means a 34% yield). (1) The reactants are [Br:1][C:2]1[CH:3]=[C:4]([C:15]([O:17]CC)=[O:16])[C:5]2[CH:6]=[CH:7][N:8]([CH:11]3[CH2:14][CH2:13][CH2:12]3)[C:9]=2[CH:10]=1.[OH-].[Na+]. The catalyst is CO.C1COCC1. The product is [Br:1][C:2]1[CH:3]=[C:4]([C:15]([OH:17])=[O:16])[C:5]2[CH:6]=[CH:7][N:8]([CH:11]3[CH2:12][CH2:13][CH2:14]3)[C:9]=2[CH:10]=1. The yield is 0.550. (2) The reactants are [F:1][C:2]1[CH:10]=[C:9]([F:11])[CH:8]=[C:7]([NH:12][C:13]2[C:14]3[CH:39]=[CH:38][N:37](S(C4C=CC(C)=CC=4)(=O)=O)[C:15]=3[N:16]=[C:17]([NH:19][C:20]3[CH:25]=[CH:24][C:23]([N:26]4[CH2:31][CH2:30][N:29]([CH:32]([CH3:34])[CH3:33])[CH2:28][CH2:27]4)=[CH:22][C:21]=3[O:35][CH3:36])[N:18]=2)[C:3]=1[C:4]([NH2:6])=[O:5].[OH-].[K+]. The catalyst is O1CCOCC1.CC(O)C.C(OCC)(=O)C. The product is [F:1][C:2]1[CH:10]=[C:9]([F:11])[CH:8]=[C:7]([NH:12][C:13]2[N:18]=[C:17]([NH:19][C:20]3[CH:25]=[CH:24][C:23]([N:26]4[CH2:27][CH2:28][N:29]([CH:32]([CH3:33])[CH3:34])[CH2:30][CH2:31]4)=[CH:22][C:21]=3[O:35][CH3:36])[NH:16][C:15]3=[N:37][CH:38]=[CH:39][C:14]=23)[C:3]=1[C:4]([NH2:6])=[O:5]. The yield is 0.860. (3) The reactants are [C:1]([O:5][CH2:6][CH:7]1[CH:12]=[CH:11][N:10](C(=O)C(C)(C)C)[CH:9]=[C:8]1[CH:19]1[CH2:23][CH2:22][CH2:21][N:20]1[CH3:24])([CH3:4])([CH3:3])[CH3:2].[S]. The product is [C:1]([O:5][CH2:6][C:7]1[CH:12]=[CH:11][N:10]=[CH:9][C:8]=1[CH:19]1[CH2:23][CH2:22][CH2:21][N:20]1[CH3:24])([CH3:4])([CH3:3])[CH3:2]. The yield is 0.540. The catalyst is C1(C)C=CC=CC=1. (4) The reactants are [NH2:1][C:2]1[CH:7]=[CH:6][CH:5]=[CH:4][C:3]=1[S:8]([C:11]1[CH:19]=[CH:18][CH:17]=[CH:16][C:12]=1[C:13](O)=[O:14])(=O)=O.S(=O)(=O)(O)O. The catalyst is C1(C)C(C)=CC=CC=1. The product is [CH:16]1[C:12]2[C:13](=[O:14])[NH:1][C:2]3[CH:7]=[CH:6][CH:5]=[CH:4][C:3]=3[S:8][C:11]=2[CH:19]=[CH:18][CH:17]=1. The yield is 0.910. (5) The reactants are [C:1]([C:5]1[CH:23]=[CH:22][C:8]([C:9]([NH:11][C:12]2[CH:21]=[CH:20][CH:19]=[CH:18][C:13]=2[C:14]([O:16]C)=[O:15])=[O:10])=[CH:7][CH:6]=1)([CH3:4])([CH3:3])[CH3:2].C1COCC1.[OH-].[Li+].Cl. The catalyst is CO. The product is [C:1]([C:5]1[CH:23]=[CH:22][C:8]([C:9]([NH:11][C:12]2[CH:21]=[CH:20][CH:19]=[CH:18][C:13]=2[C:14]([OH:16])=[O:15])=[O:10])=[CH:7][CH:6]=1)([CH3:4])([CH3:2])[CH3:3]. The yield is 0.980. (6) The reactants are [CH3:1][O:2][CH2:3][C:4](Cl)=[O:5].[Br:7][C:8]1[C:13]([NH2:14])=[CH:12][C:11]([F:15])=[CH:10][N:9]=1.C(N(CC)CC)C. The catalyst is ClCCl. The product is [Br:7][C:8]1[C:13]([NH:14][C:4](=[O:5])[CH2:3][O:2][CH3:1])=[CH:12][C:11]([F:15])=[CH:10][N:9]=1. The yield is 0.920. (7) The product is [CH3:1][O:2][C:3]1[CH:12]=[C:11]2[C:6]([C@@H:7]([CH2:29][CH:28]=[CH2:27])[C@:8]([C:14]3[CH:19]=[CH:18][C:17]([O:20][CH3:21])=[CH:16][CH:15]=3)([CH3:13])[CH2:9][S:10]2)=[CH:5][CH:4]=1. The reactants are [CH3:1][O:2][C:3]1[CH:12]=[C:11]2[C:6]([C:7](=O)[C@:8]([C:14]3[CH:19]=[CH:18][C:17]([O:20][CH3:21])=[CH:16][CH:15]=3)([CH3:13])[CH2:9][S:10]2)=[CH:5][CH:4]=1.[BH4-].[Na+].[Cl-].[Na+].[CH2:27]([Si](C)(C)C)[CH:28]=[CH2:29]. The catalyst is O1CCCC1.C(O)C.ClCCl.[I-].[Zn+2].[I-].O.CO. The yield is 0.580.